Regression/Classification. Given a drug SMILES string, predict its toxicity properties. Task type varies by dataset: regression for continuous values (e.g., LD50, hERG inhibition percentage) or binary classification for toxic/non-toxic outcomes (e.g., AMES mutagenicity, cardiotoxicity, hepatotoxicity). Dataset: herg_karim. From a dataset of hERG potassium channel inhibition data for cardiac toxicity prediction from Karim et al.. (1) The drug is CCN(CC)C(=O)c1ccc(C(=C2CCN(Cc3ccc(F)cc3)CC2)c2ccccc2NC(=O)OC)cc1. The result is 1 (blocker). (2) The drug is O=C(C1CC(Oc2ccc(Cl)cc2)CN1)N1CCCN(C2CCC2)CC1. The result is 1 (blocker). (3) The drug is O=C1N(CCN2Cc3ccccc3C2)CCN1Cc1ccc(Cl)c(Cl)c1. The result is 1 (blocker). (4) The drug is O=C1Cc2cc(CCN3CCN(c4nsc5ccccc45)CC3)c(Cl)cc2N1. The result is 1 (blocker). (5) The molecule is O=c1ccc2ncc(F)c3c2n1CC3(O)CC12CCC(NCc3cc4c(cn3)S(=O)(=O)CCO4)(CC1)CO2. The result is 0 (non-blocker). (6) The compound is O=C(CNC(=O)c1cccc(C(F)(F)F)c1)NC1CN([C@H]2CC[C@H](c3ccc(C(=O)O)cc3)CC2)C1. The result is 0 (non-blocker). (7) The drug is c1ccc(-c2c[nH]c([C@H]3Cc4c([nH]c5ccccc45)C(C4CCCCC4)N3)n2)cc1. The result is 1 (blocker). (8) The compound is Clc1ccc(-n2ncc3c2CCCC3=CCN2CCCCC2)cc1Cl. The result is 1 (blocker).